This data is from Peptide-MHC class I binding affinity with 185,985 pairs from IEDB/IMGT. The task is: Regression. Given a peptide amino acid sequence and an MHC pseudo amino acid sequence, predict their binding affinity value. This is MHC class I binding data. The peptide sequence is CKNFLKQVY. The MHC is HLA-A26:01 with pseudo-sequence HLA-A26:01. The binding affinity (normalized) is 0.